This data is from Forward reaction prediction with 1.9M reactions from USPTO patents (1976-2016). The task is: Predict the product of the given reaction. Given the reactants FC1C=CC(C2C=NC(N3CCN(S(C[C@H](C(C)C)C(O)=O)(=O)=[O:21])CC3)=NC=2)=CC=1.C([C@@H]1COC(=O)N1[C:44](=[O:73])[CH:45]([CH2:49][S:50]([N:53]1[CH2:58][CH2:57][CH:56]([O:59][C:60]2[CH:65]=[CH:64][C:63]([C:66]3[CH:71]=[CH:70][C:69]([F:72])=[CH:68][CH:67]=3)=[CH:62][N:61]=2)[CH2:55][CH2:54]1)(=[O:52])=[O:51])[CH:46]([CH3:48])[CH3:47])C1C=CC=CC=1, predict the reaction product. The product is: [F:72][C:69]1[CH:68]=[CH:67][C:66]([C:63]2[CH:64]=[CH:65][C:60]([O:59][CH:56]3[CH2:57][CH2:58][N:53]([S:50]([CH2:49][C@H:45]([CH:46]([CH3:47])[CH3:48])[C:44]([OH:73])=[O:21])(=[O:51])=[O:52])[CH2:54][CH2:55]3)=[N:61][CH:62]=2)=[CH:71][CH:70]=1.